Predict the reactants needed to synthesize the given product. From a dataset of Full USPTO retrosynthesis dataset with 1.9M reactions from patents (1976-2016). Given the product [Br:12][C:13]1[C:14]([CH3:20])=[C:15]([N:2]2[CH2:3][CH2:4][C:5]3[C:10](=[CH:9][CH:8]=[CH:7][CH:6]=3)[C:1]2=[O:11])[CH:16]=[CH:17][CH:18]=1, predict the reactants needed to synthesize it. The reactants are: [C:1]1(=[O:11])[C:10]2[C:5](=[CH:6][CH:7]=[CH:8][CH:9]=2)[CH2:4][CH2:3][NH:2]1.[Br:12][C:13]1[CH:18]=[CH:17][CH:16]=[C:15](Br)[C:14]=1[CH3:20].C([O-])([O-])=O.[K+].[K+].